Regression. Given two drug SMILES strings and cell line genomic features, predict the synergy score measuring deviation from expected non-interaction effect. From a dataset of Merck oncology drug combination screen with 23,052 pairs across 39 cell lines. Drug 1: CN1C(=O)C=CC2(C)C3CCC4(C)C(NC(=O)OCC(F)(F)F)CCC4C3CCC12. Drug 2: COC12C(COC(N)=O)C3=C(C(=O)C(C)=C(N)C3=O)N1CC1NC12. Cell line: OCUBM. Synergy scores: synergy=18.4.